Dataset: CYP2C19 inhibition data for predicting drug metabolism from PubChem BioAssay. Task: Regression/Classification. Given a drug SMILES string, predict its absorption, distribution, metabolism, or excretion properties. Task type varies by dataset: regression for continuous measurements (e.g., permeability, clearance, half-life) or binary classification for categorical outcomes (e.g., BBB penetration, CYP inhibition). Dataset: cyp2c19_veith. The molecule is C[C@H]1CCC/C=C\[C@H]2C[C@@H](O)C[C@]2(O)C/C=C\C(=O)O1. The result is 0 (non-inhibitor).